From a dataset of Full USPTO retrosynthesis dataset with 1.9M reactions from patents (1976-2016). Predict the reactants needed to synthesize the given product. (1) Given the product [Br:1][C:2]1[CH:7]=[C:6]([O:8][CH2:20][CH:21]2[CH2:23][CH2:22]2)[C:5]([Cl:9])=[CH:4][C:3]=1[N+:10]([O-:12])=[O:11], predict the reactants needed to synthesize it. The reactants are: [Br:1][C:2]1[C:3]([N+:10]([O-:12])=[O:11])=[CH:4][C:5]([Cl:9])=[C:6]([OH:8])[CH:7]=1.C([O-])([O-])=O.[Cs+].[Cs+].Br[CH2:20][CH:21]1[CH2:23][CH2:22]1.[NH4+].[Cl-]. (2) Given the product [CH3:1][O:2][C:3](=[O:26])[CH:4]([C:9]1[CH:10]=[C:11]([C:16]2[CH:17]=[CH:18][C:19]([C:22]([F:23])([F:25])[F:24])=[CH:20][CH:21]=2)[CH:12]=[C:13]([O:15][C:32]2[CH:33]=[CH:34][C:29]([O:28][CH3:27])=[C:30]([C:38]([F:39])([F:41])[F:40])[CH:31]=2)[CH:14]=1)[CH2:5][CH:6]([CH3:8])[CH3:7], predict the reactants needed to synthesize it. The reactants are: [CH3:1][O:2][C:3](=[O:26])[CH:4]([C:9]1[CH:10]=[C:11]([C:16]2[CH:21]=[CH:20][C:19]([C:22]([F:25])([F:24])[F:23])=[CH:18][CH:17]=2)[CH:12]=[C:13]([OH:15])[CH:14]=1)[CH2:5][CH:6]([CH3:8])[CH3:7].[CH3:27][O:28][C:29]1[CH:34]=[CH:33][C:32](B(O)O)=[CH:31][C:30]=1[C:38]([F:41])([F:40])[F:39]. (3) Given the product [C:15]([C:17]1[CH:24]=[CH:23][C:20]([CH:21]2[C:28]([C:27]([NH:26][CH3:25])=[O:32])=[C:29]([CH3:30])[N:9]([C:5]3[CH:6]=[CH:7][CH:8]=[C:3]([C:2]([F:1])([F:13])[F:14])[CH:4]=3)[C:10](=[S:11])[NH:12]2)=[CH:19][CH:18]=1)#[N:16], predict the reactants needed to synthesize it. The reactants are: [F:1][C:2]([F:14])([F:13])[C:3]1[CH:4]=[C:5]([NH:9][C:10]([NH2:12])=[S:11])[CH:6]=[CH:7][CH:8]=1.[C:15]([C:17]1[CH:24]=[CH:23][C:20]([CH:21]=O)=[CH:19][CH:18]=1)#[N:16].[CH3:25][NH:26][C:27](=[O:32])[CH2:28][C:29](=O)[CH3:30]. (4) Given the product [CH:1]1([C:4]2[N:5]=[CH:6][C:7]([CH2:10][C:11]3[CH:20]=[C:19]4[C:14]([C:15]([C:23]5[CH:24]=[N:25][N:26]([CH3:28])[CH:27]=5)=[CH:16][C:17]([C:21]([NH2:22])=[O:30])=[N:18]4)=[CH:13][CH:12]=3)=[CH:8][N:9]=2)[CH2:3][CH2:2]1, predict the reactants needed to synthesize it. The reactants are: [CH:1]1([C:4]2[N:9]=[CH:8][C:7]([CH2:10][C:11]3[CH:20]=[C:19]4[C:14]([C:15]([C:23]5[CH:24]=[N:25][N:26]([CH3:28])[CH:27]=5)=[CH:16][C:17]([C:21]#[N:22])=[N:18]4)=[CH:13][CH:12]=3)=[CH:6][N:5]=2)[CH2:3][CH2:2]1.C([O-])([O-])=[O:30].C([O-])([O-])=O.OO.OO.OO.[Na+].[Na+].[Na+].[Na+].[NH4+].[Cl-]. (5) Given the product [CH:1]([C:3]1[S:7][C:6]([NH:8][CH2:9][C:10]([NH:12][C@@H:13]([CH3:26])[C:14]([NH:16][C@@H:17]([CH3:25])[C:18]([OH:20])=[O:19])=[O:15])=[O:11])=[N:5][CH:4]=1)=[O:2].[ClH:27], predict the reactants needed to synthesize it. The reactants are: [CH:1]([C:3]1[S:7][C:6]([NH:8][CH2:9][C:10]([NH:12][C@@H:13]([CH3:26])[C:14]([NH:16][C@@H:17]([CH3:25])[C:18]([O:20]C(C)(C)C)=[O:19])=[O:15])=[O:11])=[N:5][CH:4]=1)=[O:2].[ClH:27].C(OCC)C. (6) The reactants are: C(OC([NH:8][C@@H:9]([CH:20]([CH3:22])[CH3:21])[C:10]([N:12]1[CH2:16][C@@H:15]([F:17])[CH2:14][C@H:13]1[C:18]#[N:19])=[O:11])=O)(C)(C)C.Cl. Given the product [NH2:8][C@@H:9]([CH:20]([CH3:22])[CH3:21])[C:10]([N:12]1[CH2:16][C@@H:15]([F:17])[CH2:14][C@H:13]1[C:18]#[N:19])=[O:11], predict the reactants needed to synthesize it. (7) Given the product [F:1][C:2]1[CH:3]=[CH:4][C:5]([O:6][C:7]2[CH:12]=[CH:11][C:10]([S:13]([N:16]3[CH2:25][CH2:24][C:23]4[C:18](=[CH:19][CH:20]=[C:21]([O:26][CH2:27][CH2:28][N:29]5[CH2:30][CH2:31][O:32][CH2:33][CH2:34]5)[CH:22]=4)[CH:17]3[C:35]([OH:37])=[O:36])(=[O:14])=[O:15])=[CH:9][CH:8]=2)=[CH:39][CH:40]=1, predict the reactants needed to synthesize it. The reactants are: [F:1][C:2]1[CH:40]=[CH:39][C:5]([O:6][C:7]2[CH:12]=[CH:11][C:10]([S:13]([N:16]3[CH2:25][CH2:24][C:23]4[C:18](=[CH:19][CH:20]=[C:21]([O:26][CH2:27][CH2:28][N:29]5[CH2:34][CH2:33][O:32][CH2:31][CH2:30]5)[CH:22]=4)[CH:17]3[C:35]([O:37]C)=[O:36])(=[O:15])=[O:14])=[CH:9][CH:8]=2)=[CH:4][CH:3]=1.[OH-].[Na+]. (8) Given the product [F:7][C:8]1[CH:9]=[CH:10][C:11]([N:14]2[CH:18]=[CH:17][C:16]([CH2:2][C:1]([OH:5])=[O:29])=[N:15]2)=[N:12][CH:13]=1, predict the reactants needed to synthesize it. The reactants are: [C:1](Cl)(=[O:5])[C:2](Cl)=O.[F:7][C:8]1[CH:9]=[CH:10][C:11]([N:14]2[CH:18]=[CH:17][C:16](C(O)=O)=[N:15]2)=[N:12][CH:13]=1.C[Si](C=[N+]=[N-])(C)C.[OH2:29]. (9) Given the product [CH2:12]([C@H:11]([NH:19][C:20](=[O:30])[O:21][C@@H:22]1[C@H:29]2[C@H:25]([O:26][CH2:27][CH2:28]2)[O:24][CH2:23]1)[C@H:10]([OH:31])[CH2:9][N:8]([CH2:7][C:6]([CH3:44])([CH3:43])[CH2:5][CH2:4][CH2:3][CH2:2][NH:1][C:56]([N:55]([CH3:59])[CH3:54])=[O:57])[S:32]([C:35]1[CH:40]=[CH:39][CH:38]=[C:37]([NH:41][CH3:42])[CH:36]=1)(=[O:34])=[O:33])[C:13]1[CH:14]=[CH:15][CH:16]=[CH:17][CH:18]=1, predict the reactants needed to synthesize it. The reactants are: [NH2:1][CH2:2][CH2:3][CH2:4][CH2:5][C:6]([CH3:44])([CH3:43])[CH2:7][N:8]([S:32]([C:35]1[CH:40]=[CH:39][CH:38]=[C:37]([NH:41][CH3:42])[CH:36]=1)(=[O:34])=[O:33])[CH2:9][C@@H:10]([OH:31])[C@@H:11]([NH:19][C:20](=[O:30])[O:21][C@@H:22]1[C@H:29]2[C@H:25]([O:26][CH2:27][CH2:28]2)[O:24][CH2:23]1)[CH2:12][C:13]1[CH:18]=[CH:17][CH:16]=[CH:15][CH:14]=1.C(N(CC)C(C)C)(C)C.[CH3:54][N:55]([CH3:59])[C:56](Cl)=[O:57]. (10) Given the product [Cl:13][C:14]1[C:15]2[N:16]([C:2](=[O:4])[NH:28][N:27]=2)[CH:17]=[CH:18][C:19]=1[C:20]1[CH:21]=[CH:22][C:23]([CH3:26])=[CH:24][CH:25]=1, predict the reactants needed to synthesize it. The reactants are: Cl[C:2](Cl)([O:4]C(=O)OC(Cl)(Cl)Cl)Cl.[Cl:13][C:14]1[C:15]([NH:27][NH2:28])=[N:16][CH:17]=[CH:18][C:19]=1[C:20]1[CH:25]=[CH:24][C:23]([CH3:26])=[CH:22][CH:21]=1.